This data is from Full USPTO retrosynthesis dataset with 1.9M reactions from patents (1976-2016). The task is: Predict the reactants needed to synthesize the given product. Given the product [Si:5]([O:4][CH2:3][CH2:2][NH:21][CH2:20][C:17]1[CH:18]=[CH:19][C:14]([O:13][CH3:12])=[CH:15][CH:16]=1)([C:8]([CH3:11])([CH3:10])[CH3:9])([CH3:7])[CH3:6], predict the reactants needed to synthesize it. The reactants are: Br[CH2:2][CH2:3][O:4][Si:5]([C:8]([CH3:11])([CH3:10])[CH3:9])([CH3:7])[CH3:6].[CH3:12][O:13][C:14]1[CH:19]=[CH:18][C:17]([CH2:20][NH2:21])=[CH:16][CH:15]=1.C([O-])([O-])=O.[K+].[K+].